From a dataset of Merck oncology drug combination screen with 23,052 pairs across 39 cell lines. Regression. Given two drug SMILES strings and cell line genomic features, predict the synergy score measuring deviation from expected non-interaction effect. (1) Drug 1: C#Cc1cccc(Nc2ncnc3cc(OCCOC)c(OCCOC)cc23)c1. Drug 2: CCC1(O)C(=O)OCc2c1cc1n(c2=O)Cc2cc3c(CN(C)C)c(O)ccc3nc2-1. Cell line: DLD1. Synergy scores: synergy=18.3. (2) Drug 1: O=C(CCCCCCC(=O)Nc1ccccc1)NO. Drug 2: NC1(c2ccc(-c3nc4ccn5c(=O)[nH]nc5c4cc3-c3ccccc3)cc2)CCC1. Cell line: CAOV3. Synergy scores: synergy=79.6. (3) Drug 1: CN(C)C(=N)N=C(N)N. Drug 2: N#Cc1ccc(Cn2cncc2CN2CCN(c3cccc(Cl)c3)C(=O)C2)cc1. Cell line: A427. Synergy scores: synergy=6.30. (4) Cell line: PA1. Drug 1: C=CCn1c(=O)c2cnc(Nc3ccc(N4CCN(C)CC4)cc3)nc2n1-c1cccc(C(C)(C)O)n1. Drug 2: CCc1c2c(nc3ccc(O)cc13)-c1cc3c(c(=O)n1C2)COC(=O)C3(O)CC. Synergy scores: synergy=21.2. (5) Drug 1: CC(=O)OC1C(=O)C2(C)C(O)CC3OCC3(OC(C)=O)C2C(OC(=O)c2ccccc2)C2(O)CC(OC(=O)C(O)C(NC(=O)c3ccccc3)c3ccccc3)C(C)=C1C2(C)C. Drug 2: Cn1cc(-c2cnn3c(N)c(Br)c(C4CCCNC4)nc23)cn1. Cell line: EFM192B. Synergy scores: synergy=-17.7.